From a dataset of Forward reaction prediction with 1.9M reactions from USPTO patents (1976-2016). Predict the product of the given reaction. (1) Given the reactants [O:1]1[CH2:6][CH2:5][CH:4]([CH2:7][C:8]([C:10]2[CH:18]=[CH:17][CH:16]=[C:15]3[C:11]=2[CH2:12][CH2:13][C@H:14]3[O:19][C:20]2[CH:32]=[CH:31][C:23]3[C@H:24]([CH2:27][C:28]([OH:30])=[O:29])[CH2:25][O:26][C:22]=3[CH:21]=2)=[O:9])[CH2:3][CH2:2]1.[CH3:33][Mg]Br, predict the reaction product. The product is: [OH:9][C:8]([C:10]1[CH:18]=[CH:17][CH:16]=[C:15]2[C:11]=1[CH2:12][CH2:13][C@H:14]2[O:19][C:20]1[CH:32]=[CH:31][C:23]2[C@H:24]([CH2:27][C:28]([OH:30])=[O:29])[CH2:25][O:26][C:22]=2[CH:21]=1)([CH3:33])[CH2:7][CH:4]1[CH2:3][CH2:2][O:1][CH2:6][CH2:5]1. (2) Given the reactants [N-]=[N+:2]=[N-:3].[Na+].CS(Cl)(=O)=O.[C:10]1(=[O:20])[C:18]2[C:13](=[CH:14][CH:15]=[CH:16][CH:17]=2)[C:12](=[O:19])[CH2:11]1.C(=O)([O-])[O-].[Cs+].[Cs+], predict the reaction product. The product is: [N+:2](=[C:11]1[C:10](=[O:20])[C:18]2[C:13](=[CH:14][CH:15]=[CH:16][CH:17]=2)[C:12]1=[O:19])=[N-:3].